This data is from Catalyst prediction with 721,799 reactions and 888 catalyst types from USPTO. The task is: Predict which catalyst facilitates the given reaction. (1) Reactant: [OH:1][C:2]1[CH:3]=[C:4]2[C:9](=[CH:10][CH:11]=1)[CH:8]=[C:7]([C:12]1[O:13][C:14]3[CH:26]=[CH:25][CH:24]=[CH:23][C:15]=3[C:16]=1[C:17](=[O:22])[CH2:18][CH2:19][CH2:20][CH3:21])[CH:6]=[CH:5]2.[H-].[Na+].Br[CH2:30][C:31]#[N:32]. Product: [C:17]([C:16]1[C:15]2[CH:23]=[CH:24][CH:25]=[CH:26][C:14]=2[O:13][C:12]=1[C:7]1[CH:8]=[C:9]2[C:4](=[CH:5][CH:6]=1)[CH:3]=[C:2]([O:1][CH2:30][C:31]#[N:32])[CH:11]=[CH:10]2)(=[O:22])[CH2:18][CH2:19][CH2:20][CH3:21]. The catalyst class is: 3. (2) Reactant: N1C=CC=CC=1.[CH2:7]([O:9][C:10]1[C:15]([C:16]2(O)[C:24]3[C:19](=[CH:20][C:21]([F:27])=[C:22]([C:25]#[N:26])[CH:23]=3)[NH:18][C:17]2=[O:28])=[CH:14][CH:13]=[CH:12][N:11]=1)[CH3:8].S(Cl)([Cl:32])=O. Product: [Cl:32][C:16]1([C:15]2[C:10]([O:9][CH2:7][CH3:8])=[N:11][CH:12]=[CH:13][CH:14]=2)[C:24]2[C:19](=[CH:20][C:21]([F:27])=[C:22]([C:25]#[N:26])[CH:23]=2)[NH:18][C:17]1=[O:28]. The catalyst class is: 4. (3) Reactant: Cl.[C:2]1([CH:8]2[NH:13][C:12]([NH2:14])=[N:11][CH2:10][CH2:9]2)[CH:7]=[CH:6][CH:5]=[CH:4][CH:3]=1.[N:15]1[CH:20]=[CH:19][C:18]([C:21](=O)[CH2:22][C:23](OCC)=[O:24])=[CH:17][CH:16]=1.C(=O)([O-])[O-].[K+].[K+]. Product: [C:2]1([CH:8]2[CH2:9][CH2:10][N:11]3[C:23](=[O:24])[CH:22]=[C:21]([C:18]4[CH:19]=[CH:20][N:15]=[CH:16][CH:17]=4)[N:14]=[C:12]3[NH:13]2)[CH:3]=[CH:4][CH:5]=[CH:6][CH:7]=1. The catalyst class is: 8. (4) Reactant: [C:1]1([C:7]2[NH:11][N:10]=[N:9][N:8]=2)[CH:6]=[CH:5][CH:4]=[CH:3][CH:2]=1.Cl[C:13]([C:26]1[CH:31]=[CH:30][CH:29]=[CH:28][CH:27]=1)([C:20]1[CH:25]=[CH:24][CH:23]=[CH:22][CH:21]=1)[C:14]1[CH:19]=[CH:18][CH:17]=[CH:16][CH:15]=1. Product: [C:1]1([C:7]2[N:11]([C:13]([C:14]3[CH:19]=[CH:18][CH:17]=[CH:16][CH:15]=3)([C:26]3[CH:27]=[CH:28][CH:29]=[CH:30][CH:31]=3)[C:20]3[CH:21]=[CH:22][CH:23]=[CH:24][CH:25]=3)[N:10]=[N:9][N:8]=2)[CH:2]=[CH:3][CH:4]=[CH:5][CH:6]=1. The catalyst class is: 11. (5) Reactant: [Cl-].O[NH3+:3].[C:4](=[O:7])([O-])[OH:5].[Na+].CS(C)=O.[CH3:13][C:14]1([CH3:50])[CH2:18][C:17]2[CH:19]=[C:20]([N:23]3[C:28](=[O:29])[C:27]([CH2:30][C:31]4[CH:36]=[CH:35][C:34]([C:37]5[C:38]([C:43]#[N:44])=[CH:39][CH:40]=[CH:41][CH:42]=5)=[CH:33][CH:32]=4)=[C:26]([CH2:45][CH2:46][CH3:47])[N:25]=[C:24]3[O:48][CH3:49])[CH:21]=[CH:22][C:16]=2[O:15]1. Product: [CH3:50][C:14]1([CH3:13])[CH2:18][C:17]2[CH:19]=[C:20]([N:23]3[C:28](=[O:29])[C:27]([CH2:30][C:31]4[CH:36]=[CH:35][C:34]([C:37]5[CH:42]=[CH:41][CH:40]=[CH:39][C:38]=5[C:43]5[NH:3][C:4](=[O:7])[O:5][N:44]=5)=[CH:33][CH:32]=4)=[C:26]([CH2:45][CH2:46][CH3:47])[N:25]=[C:24]3[O:48][CH3:49])[CH:21]=[CH:22][C:16]=2[O:15]1. The catalyst class is: 6.